Task: Predict the reactants needed to synthesize the given product.. Dataset: Full USPTO retrosynthesis dataset with 1.9M reactions from patents (1976-2016) The reactants are: [NH:1]1[CH:5]=[CH:4][N:3]=[CH:2]1.CN(C)C=O.C(=O)([O-])[O-].[K+].[K+].Cl[CH2:18][C:19]([O:21]C)=[O:20]. Given the product [N:1]1([CH2:18][C:19]([OH:21])=[O:20])[CH:5]=[CH:4][N:3]=[CH:2]1, predict the reactants needed to synthesize it.